This data is from Forward reaction prediction with 1.9M reactions from USPTO patents (1976-2016). The task is: Predict the product of the given reaction. (1) The product is: [ClH:13].[Cl:13][C:14]1[CH:15]=[CH:16][C:17]([O:23][CH3:24])=[C:18]([CH:20]([NH:22][C:2]2[CH:7]=[C:6]([N:36]3[CH2:31][CH2:29][NH:28][CH2:25][CH2:27]3)[CH:5]=[CH:4][C:3]=2[S:9]([CH3:12])(=[O:11])=[O:10])[CH3:21])[CH:19]=1. Given the reactants F[C:2]1[CH:7]=[C:6](F)[CH:5]=[CH:4][C:3]=1[S:9]([CH3:12])(=[O:11])=[O:10].[Cl:13][C:14]1[CH:15]=[CH:16][C:17]([O:23][CH3:24])=[C:18]([CH:20]([NH2:22])[CH3:21])[CH:19]=1.[CH:25]([N:28](CC)[CH:29]([CH3:31])C)([CH3:27])C.C(#[N:36])C, predict the reaction product. (2) Given the reactants [F:1][C:2]1([F:18])[C:10]2[C:5](=[CH:6][CH:7]=[CH:8][C:9]=2[C:11](=[O:16])[C:12](F)([F:14])[F:13])[NH:4][C:3]1=[O:17].FC(F)C(C1C=CC=C2C=1C(F)(F)C(=O)N2)=O, predict the reaction product. The product is: [F:14][CH:12]([F:13])[CH:11]([C:9]1[CH:8]=[CH:7][CH:6]=[C:5]2[C:10]=1[C:2]([F:18])([F:1])[C:3](=[O:17])[NH:4]2)[OH:16].